Predict the reaction yield, written as a fraction of the theoretical maximum amount of product (1.0 means a 100% yield; for example, 0.34 means a 34% yield). From a dataset of Reaction yield outcomes from USPTO patents with 853,638 reactions. The reactants are [CH3:1][S:2]([OH:5])(=[O:4])=[O:3].C(OC(=O)[NH:12][CH:13]([CH2:17][CH3:18])[CH2:14][C:15]#[N:16])(C)(C)C. The catalyst is O1CCCC1. The product is [CH3:1][S:2]([OH:5])(=[O:4])=[O:3].[NH2:12][C@H:13]([CH2:17][CH3:18])[CH2:14][C:15]#[N:16]. The yield is 0.820.